Dataset: Forward reaction prediction with 1.9M reactions from USPTO patents (1976-2016). Task: Predict the product of the given reaction. Given the reactants [CH:1]1[C:13]2[CH:12]([CH2:14][O:15][C:16](=[O:38])[NH:17][C@@H:18]([O:33][C:34]([CH3:37])([CH3:36])[CH3:35])[C:19](=O)[O:20]N3C(=O)C4C=CC=CC=4N=N3)[C:11]3[C:6](=[CH:7][CH:8]=[CH:9][CH:10]=3)[C:5]=2[CH:4]=[CH:3][CH:2]=1.[CH3:39][NH:40][CH2:41][CH2:42][CH:43]([CH3:45])[CH3:44], predict the reaction product. The product is: [CH:1]1[C:13]2[CH:12]([CH2:14][O:15][C:16](=[O:38])[NH:17][C@@H:18]([O:33][C:34]([CH3:35])([CH3:37])[CH3:36])[C:19]([N:40]([CH3:39])[CH2:41][CH2:42][CH:43]([CH3:45])[CH3:44])=[O:20])[C:11]3[C:6](=[CH:7][CH:8]=[CH:9][CH:10]=3)[C:5]=2[CH:4]=[CH:3][CH:2]=1.